This data is from Forward reaction prediction with 1.9M reactions from USPTO patents (1976-2016). The task is: Predict the product of the given reaction. Given the reactants [O:1]1[C:3]2([CH2:8][CH2:7][O:6][CH2:5][CH2:4]2)[CH2:2]1.[C:9](OCC)(=O)[CH2:10][C:11](OCC)=[O:12].O1C2(CCOCC2)CCC1=O, predict the reaction product. The product is: [CH2:9]=[C:10]1[CH2:2][C:3]2([CH2:4][CH2:5][O:6][CH2:7][CH2:8]2)[O:1][C:11]1=[O:12].